From a dataset of Forward reaction prediction with 1.9M reactions from USPTO patents (1976-2016). Predict the product of the given reaction. (1) Given the reactants [F:1][C:2]1[CH:9]=[C:8](F)[CH:7]=[CH:6][C:3]=1[CH:4]=O.[N:11]1([C:17](=[O:19])[CH3:18])[CH2:16][CH2:15][NH:14][CH2:13][CH2:12]1.[CH2:20]1[CH:24]2[CH2:25][NH:26][CH2:27][CH:23]2[CH2:22][N:21]1[C:28]([O:30]C(C)(C)C)=[O:29].[CH2:35]1[C:40](=[O:41])[N:39](OC(O[N:39]2[C:40](=[O:41])[CH2:35][CH2:36][C:37]2=[O:38])=O)[C:37](=[O:38])[CH2:36]1, predict the reaction product. The product is: [C:17]([N:11]1[CH2:16][CH2:15][N:14]([C:8]2[CH:7]=[CH:6][C:3]([CH2:4][N:26]3[CH2:27][CH:23]4[CH2:22][N:21]([C:28]([O:30][N:39]5[C:40](=[O:41])[CH2:35][CH2:36][C:37]5=[O:38])=[O:29])[CH2:20][CH:24]4[CH2:25]3)=[C:2]([F:1])[CH:9]=2)[CH2:13][CH2:12]1)(=[O:19])[CH3:18]. (2) Given the reactants FC(F)(F)C(O)=O.[Cl:8][C:9]1[C:10]([C:24]([NH2:26])=[O:25])=[C:11]2[CH2:16][NH:15][CH2:14][CH2:13][N:12]2[C:17]=1[C:18]1[CH:23]=[CH:22][CH:21]=[CH:20][CH:19]=1.C(N(CC)CC)C.[CH3:34][O:35][C:36]1[CH:41]=[CH:40][C:39]([N:42]=[C:43]=[S:44])=[CH:38][CH:37]=1, predict the reaction product. The product is: [Cl:8][C:9]1[C:10]([C:24]([NH2:26])=[O:25])=[C:11]2[CH2:16][N:15]([C:43](=[S:44])[NH:42][C:39]3[CH:38]=[CH:37][C:36]([O:35][CH3:34])=[CH:41][CH:40]=3)[CH2:14][CH2:13][N:12]2[C:17]=1[C:18]1[CH:23]=[CH:22][CH:21]=[CH:20][CH:19]=1.